From a dataset of Forward reaction prediction with 1.9M reactions from USPTO patents (1976-2016). Predict the product of the given reaction. Given the reactants [C:1]([O:5][C:6]([N:8]=[C:9]([NH:27][C:28]([O:30][C:31]([CH3:34])([CH3:33])[CH3:32])=[O:29])[NH:10][CH2:11][CH2:12][CH2:13][CH2:14][C@@H:15]([NH:19][C:20]([O:22][C:23]([CH3:26])([CH3:25])[CH3:24])=[O:21])[C:16](O)=[O:17])=[O:7])([CH3:4])([CH3:3])[CH3:2].[NH2:35][CH2:36][CH2:37][CH2:38][CH2:39][C@@H:40]([NH:45][C:46]([O:48][C:49]([CH3:52])([CH3:51])[CH3:50])=[O:47])[C:41]([O:43][CH3:44])=[O:42].CN1CCOCC1.CCOC1N(C(OCC)=O)C2C(=CC=CC=2)C=C1, predict the reaction product. The product is: [C:31]([O:30][C:28]([NH:27][C:9]([NH:10][CH2:11][CH2:12][CH2:13][CH2:14][C@@H:15]([NH:19][C:20]([O:22][C:23]([CH3:26])([CH3:25])[CH3:24])=[O:21])[C:16](=[O:17])[NH:35][CH2:36][CH2:37][CH2:38][CH2:39][C@@H:40]([NH:45][C:46]([O:48][C:49]([CH3:52])([CH3:51])[CH3:50])=[O:47])[C:41]([O:43][CH3:44])=[O:42])=[N:8][C:6](=[O:7])[O:5][C:1]([CH3:4])([CH3:3])[CH3:2])=[O:29])([CH3:32])([CH3:33])[CH3:34].